From a dataset of Catalyst prediction with 721,799 reactions and 888 catalyst types from USPTO. Predict which catalyst facilitates the given reaction. (1) Reactant: [Si:1]([O:18][C@H:19]1[C:28]2[C:23](=[CH:24][C:25]([F:29])=[CH:26][CH:27]=2)[C@H:22]([NH:30][C:31]2[C:36]([N+:37]([O-])=O)=[CH:35][N:34]=[C:33]([N:40]3[C:44]4[CH:45]=[C:46]([F:49])[CH:47]=[CH:48][C:43]=4[N:42]=[CH:41]3)[N:32]=2)[CH2:21][CH2:20]1)([C:14]([CH3:17])([CH3:16])[CH3:15])([C:8]1[CH:13]=[CH:12][CH:11]=[CH:10][CH:9]=1)[C:2]1[CH:7]=[CH:6][CH:5]=[CH:4][CH:3]=1. Product: [Si:1]([O:18][C@H:19]1[C:28]2[C:23](=[CH:24][C:25]([F:29])=[CH:26][CH:27]=2)[C@H:22]([NH:30][C:31]2[C:36]([NH2:37])=[CH:35][N:34]=[C:33]([N:40]3[C:44]4[CH:45]=[C:46]([F:49])[CH:47]=[CH:48][C:43]=4[N:42]=[CH:41]3)[N:32]=2)[CH2:21][CH2:20]1)([C:14]([CH3:15])([CH3:17])[CH3:16])([C:2]1[CH:3]=[CH:4][CH:5]=[CH:6][CH:7]=1)[C:8]1[CH:9]=[CH:10][CH:11]=[CH:12][CH:13]=1. The catalyst class is: 513. (2) Reactant: [Br:1][C:2]1[CH:7]=[C:6]([CH2:8]Br)[C:5]([F:10])=[CH:4][C:3]=1[F:11].[N-:12]=[N+:13]=[N-:14].[Na+].O. Product: [N:12]([CH2:8][C:6]1[CH:7]=[C:2]([Br:1])[C:3]([F:11])=[CH:4][C:5]=1[F:10])=[N+:13]=[N-:14]. The catalyst class is: 9. (3) Reactant: [C:1]([O:4][C:5]([CH3:8])([CH3:7])[CH3:6])(=[O:3])[CH3:2].Cl[C:10]1[CH:15]=[CH:14][CH:13]=[C:12]([C:16]([F:19])([F:18])[F:17])[N:11]=1.N#N.[Li+].C[Si]([N-][Si](C)(C)C)(C)C.[Cl-].[NH4+]. Product: [F:17][C:16]([F:19])([F:18])[C:12]1[N:11]=[C:10]([CH2:2][C:1]([O:4][C:5]([CH3:8])([CH3:7])[CH3:6])=[O:3])[CH:15]=[CH:14][CH:13]=1. The catalyst class is: 93. (4) Reactant: [NH2:1][C:2]1[CH:3]=[CH:4][C:5]([Cl:11])=[C:6]([CH:10]=1)[C:7]([OH:9])=[O:8].[F:12][C:13]1[CH:21]=[CH:20][C:19]([C:22]([F:25])([F:24])[F:23])=[CH:18][C:14]=1[C:15](Cl)=[O:16]. Product: [Cl:11][C:5]1[CH:4]=[CH:3][C:2]([NH:1][C:15](=[O:16])[C:14]2[CH:18]=[C:19]([C:22]([F:23])([F:24])[F:25])[CH:20]=[CH:21][C:13]=2[F:12])=[CH:10][C:6]=1[C:7]([OH:9])=[O:8]. The catalyst class is: 1. (5) Reactant: [CH:1]1([C:5]([NH:7][NH:8][C:9](=S)[NH:10][C:11]2[CH:16]=[CH:15][C:14]([C:17]3[CH:22]=[CH:21][C:20]([C:23]45[CH2:30][CH2:29][C:26]([CH2:31][C:32]([O:34][CH3:35])=[O:33])([CH2:27][CH2:28]4)[O:25][CH2:24]5)=[CH:19][CH:18]=3)=[CH:13][CH:12]=2)=[O:6])[CH2:4][CH2:3][CH2:2]1.C(N=C=NCCCN(C)C)C. Product: [CH:1]1([C:5]2[O:6][C:9]([NH:10][C:11]3[CH:16]=[CH:15][C:14]([C:17]4[CH:22]=[CH:21][C:20]([C:23]56[CH2:30][CH2:29][C:26]([CH2:31][C:32]([O:34][CH3:35])=[O:33])([CH2:27][CH2:28]5)[O:25][CH2:24]6)=[CH:19][CH:18]=4)=[CH:13][CH:12]=3)=[N:8][N:7]=2)[CH2:4][CH2:3][CH2:2]1. The catalyst class is: 2.